From a dataset of TCR-epitope binding with 47,182 pairs between 192 epitopes and 23,139 TCRs. Binary Classification. Given a T-cell receptor sequence (or CDR3 region) and an epitope sequence, predict whether binding occurs between them. (1) The epitope is PKYVKQNTLKLAT. The TCR CDR3 sequence is CSARDFSYGYTF. Result: 1 (the TCR binds to the epitope). (2) The epitope is EIYKRWII. The TCR CDR3 sequence is CASSLTAGTRVFDEQFF. Result: 0 (the TCR does not bind to the epitope). (3) The epitope is EHPTFTSQYRIQGKL. The TCR CDR3 sequence is CASSLALGVSYNEQFF. Result: 0 (the TCR does not bind to the epitope). (4) The epitope is TFYLTNDVSFL. The TCR CDR3 sequence is CASSQVARGGLGDEQFF. Result: 0 (the TCR does not bind to the epitope). (5) The epitope is FTISVTTEIL. The TCR CDR3 sequence is CASSLILGDGGDTQYF. Result: 1 (the TCR binds to the epitope). (6) The epitope is IVTDFSVIK. The TCR CDR3 sequence is CATSRDARVTEAFF. Result: 1 (the TCR binds to the epitope). (7) The epitope is IPIQASLPF. The TCR CDR3 sequence is CSVEEGIDEQYF. Result: 0 (the TCR does not bind to the epitope). (8) The epitope is GILGFVFTL. The TCR CDR3 sequence is CASSPHGGGNTEAFF. Result: 1 (the TCR binds to the epitope). (9) The epitope is TPQDLNTML. The TCR CDR3 sequence is CASSLVGQGLGDEQFF. Result: 0 (the TCR does not bind to the epitope).